Dataset: Full USPTO retrosynthesis dataset with 1.9M reactions from patents (1976-2016). Task: Predict the reactants needed to synthesize the given product. (1) The reactants are: [C:1]([C:3]1[C:4]([CH3:16])=[CH:5][C:6]([CH:13]2[CH2:15][CH2:14]2)=[C:7]([CH:12]=1)[C:8]([O:10][CH3:11])=[O:9])#[N:2].P(OCC)(OCC)([S-])=[S:18]. Given the product [C:1]([C:3]1[C:4]([CH3:16])=[CH:5][C:6]([CH:13]2[CH2:15][CH2:14]2)=[C:7]([CH:12]=1)[C:8]([O:10][CH3:11])=[O:9])(=[S:18])[NH2:2], predict the reactants needed to synthesize it. (2) Given the product [Br:11][C:8]1[N:6]2[N:7]=[C:2]([F:1])[CH:3]=[CH:4][C:5]2=[N:10][CH:9]=1, predict the reactants needed to synthesize it. The reactants are: [F:1][C:2]1[CH:3]=[CH:4][C:5]2[N:6]([CH:8]=[CH:9][N:10]=2)[N:7]=1.[Br:11]Br.O. (3) Given the product [CH3:1][O:2][C:3]1[C:12]([NH:13][C:14]([N:31]2[CH2:30][CH2:29][N:28]([C:24]3[CH:25]=[CH:26][CH:27]=[C:22]([O:21][CH3:20])[CH:23]=3)[CH2:33][CH2:32]2)=[O:18])=[N:11][C:10]2[C:5](=[CH:6][CH:7]=[C:8]([CH3:19])[CH:9]=2)[N:4]=1, predict the reactants needed to synthesize it. The reactants are: [CH3:1][O:2][C:3]1[C:12]([NH:13][C:14](=[O:18])OCC)=[N:11][C:10]2[C:5](=[CH:6][CH:7]=[C:8]([CH3:19])[CH:9]=2)[N:4]=1.[CH3:20][O:21][C:22]1[CH:23]=[C:24]([N:28]2[CH2:33][CH2:32][NH:31][CH2:30][CH2:29]2)[CH:25]=[CH:26][CH:27]=1. (4) Given the product [CH:24]1([O:1][C:2]2[CH:3]=[C:4]3[C:9](=[CH:10][CH:11]=2)[N:8]=[C:7]([CH2:12][N:13]2[CH2:18][CH2:17][CH:16]([C:19]([O:21][CH2:22][CH3:23])=[O:20])[CH2:15][CH2:14]2)[CH:6]=[CH:5]3)[CH2:29][CH2:28][CH2:27][CH2:26][CH2:25]1, predict the reactants needed to synthesize it. The reactants are: [OH:1][C:2]1[CH:3]=[C:4]2[C:9](=[CH:10][CH:11]=1)[N:8]=[C:7]([CH2:12][N:13]1[CH2:18][CH2:17][CH:16]([C:19]([O:21][CH2:22][CH3:23])=[O:20])[CH2:15][CH2:14]1)[CH:6]=[CH:5]2.[CH:24]1(O)[CH2:29][CH2:28][CH2:27][CH2:26][CH2:25]1.C1C=CC(P(C2C=CC=CC=2)C2C=CC=CC=2)=CC=1.CC(OC(/N=N/C(OC(C)C)=O)=O)C. (5) Given the product [Cl:1][C:2]1[C:3]([C:20]2[N:24]3[CH:25]=[CH:26][CH:27]=[CH:28][C:23]3=[N:22][CH:21]=2)=[N:4][C:5]([NH:8][C:9]2[CH:17]=[CH:16][C:12]([C:13]([N:30]([CH2:31][CH2:32][OH:33])[CH3:29])=[O:14])=[CH:11][C:10]=2[O:18][CH3:19])=[N:6][CH:7]=1, predict the reactants needed to synthesize it. The reactants are: [Cl:1][C:2]1[C:3]([C:20]2[N:24]3[CH:25]=[CH:26][CH:27]=[CH:28][C:23]3=[N:22][CH:21]=2)=[N:4][C:5]([NH:8][C:9]2[CH:17]=[CH:16][C:12]([C:13](O)=[O:14])=[CH:11][C:10]=2[O:18][CH3:19])=[N:6][CH:7]=1.[CH3:29][NH:30][CH2:31][CH2:32][OH:33]. (6) Given the product [C:14]1([S:20]([N:10]2[C:11]3[C:7](=[CH:6][CH:5]=[CH:4][C:3]=3[O:2][CH3:1])[CH:8]=[CH:9]2)(=[O:22])=[O:21])[CH:19]=[CH:18][CH:17]=[CH:16][CH:15]=1, predict the reactants needed to synthesize it. The reactants are: [CH3:1][O:2][C:3]1[CH:4]=[CH:5][CH:6]=[C:7]2[C:11]=1[NH:10][CH:9]=[CH:8]2.[H-].[Na+].[C:14]1([S:20](Cl)(=[O:22])=[O:21])[CH:19]=[CH:18][CH:17]=[CH:16][CH:15]=1.O.C(OCC)(=O)C. (7) Given the product [ClH:37].[CH3:34][C:18]1[C:17]([N:14]2[CH2:13][CH2:12][C:11]3([CH2:35][CH2:36][NH:8][CH2:9][CH2:10]3)[C:15]2=[O:16])=[CH:22][CH:21]=[C:20]([N:23]2[CH2:27][CH2:26][C@@H:25]([N:28]3[CH2:32][CH2:31][CH2:30][C@@H:29]3[CH3:33])[CH2:24]2)[N:19]=1, predict the reactants needed to synthesize it. The reactants are: C(OC([N:8]1[CH2:36][CH2:35][C:11]2([C:15](=[O:16])[N:14]([C:17]3[C:18]([CH3:34])=[N:19][C:20]([N:23]4[CH2:27][CH2:26][C@@H:25]([N:28]5[CH2:32][CH2:31][CH2:30][C@@H:29]5[CH3:33])[CH2:24]4)=[CH:21][CH:22]=3)[CH2:13][CH2:12]2)[CH2:10][CH2:9]1)=O)(C)(C)C.[ClH:37].